Dataset: Reaction yield outcomes from USPTO patents with 853,638 reactions. Task: Predict the reaction yield, written as a fraction of the theoretical maximum amount of product (1.0 means a 100% yield; for example, 0.34 means a 34% yield). (1) The reactants are [CH:1]([N:4]1[C:8]([C:9]2[N:18]=[C:17]3[N:11]([CH2:12][CH2:13][O:14][C:15]4[CH:22]=[C:21]([O:23][CH:24]([CH:26]5[CH2:31][CH2:30][NH:29][CH2:28][CH2:27]5)[CH3:25])[CH:20]=[CH:19][C:16]=43)[CH:10]=2)=[N:7][CH:6]=[N:5]1)([CH3:3])[CH3:2].[CH3:32][C:33]([CH3:35])=O. The catalyst is CO.[Pd]. The product is [CH:1]([N:4]1[C:8]([C:9]2[N:18]=[C:17]3[C:16]4[CH:19]=[CH:20][C:21]([O:23][CH:24]([CH:26]5[CH2:31][CH2:30][N:29]([CH:33]([CH3:35])[CH3:32])[CH2:28][CH2:27]5)[CH3:25])=[CH:22][C:15]=4[O:14][CH2:13][CH2:12][N:11]3[CH:10]=2)=[N:7][CH:6]=[N:5]1)([CH3:2])[CH3:3]. The yield is 0.690. (2) The reactants are Br[C:2]1[CH:7]=[C:6]([F:8])[C:5]([F:9])=[CH:4][C:3]=1[O:10][C@H:11]([CH2:13][CH:14]=[CH2:15])[CH3:12].FC1C=CC([B:23]([OH:25])[OH:24])=C(O[C@H](CC=C)C)C=1. No catalyst specified. The product is [F:9][C:5]1[C:6]([F:8])=[CH:7][C:2]([B:23]([OH:25])[OH:24])=[C:3]([O:10][C@H:11]([CH2:13][CH:14]=[CH2:15])[CH3:12])[CH:4]=1. The yield is 1.00. (3) The reactants are C(OC1CCCCCCC(O)CCCCC1)(=O)C.[C:19]([O:22][CH:23]1[CH2:35][CH2:34][CH2:33][CH2:32][CH2:31][CH2:30][CH2:29][CH:28]([OH:36])[CH:27]=[CH:26][CH2:25][CH2:24]1)(=[O:21])[CH3:20].[H][H]. The catalyst is [Pd]. The product is [C:19]([O:22][CH:23]1[CH2:35][CH2:34][CH2:33][CH2:32][CH2:31][CH2:30][CH2:29][CH:28]([OH:36])[CH2:27][CH2:26][CH2:25][CH2:24]1)(=[O:21])[CH3:20]. The yield is 0.530. (4) The reactants are [N+:1]([C:4]1[CH:9]=[CH:8][CH:7]=[C:6]([OH:10])[C:5]=1[CH3:11])([O-])=O.[C:12](OC(=O)C)(=[O:14])[CH3:13].N1[CH:24]=[CH:23]C=CC=1.C[OH:26]. The catalyst is [Pd]. The product is [C:12]([O:10][C:6]1[CH:7]=[CH:8][CH:9]=[C:4]([NH:1][C:23](=[O:26])[CH3:24])[C:5]=1[CH3:11])(=[O:14])[CH3:13]. The yield is 0.940. (5) The reactants are CC1[O:3][CH2:4][CH2:5][C:6]([CH3:14])([C:8]2[CH:13]=[CH:12][CH:11]=[CH:10][CH:9]=2)[N:7]=1.[OH-].[Na+]. The catalyst is CO. The product is [NH2:7][C:6]([C:8]1[CH:13]=[CH:12][CH:11]=[CH:10][CH:9]=1)([CH3:14])[CH2:5][CH2:4][OH:3]. The yield is 0.930.